From a dataset of Forward reaction prediction with 1.9M reactions from USPTO patents (1976-2016). Predict the product of the given reaction. (1) Given the reactants Br[C:2]1[CH:7]=[CH:6][C:5]([Br:8])=[CH:4][N:3]=1.[CH2:9]1[C@@H:13]([OH:14])[CH2:12][NH:11][CH2:10]1, predict the reaction product. The product is: [Br:8][C:5]1[CH:6]=[CH:7][C:2]([N:11]2[CH2:10][CH2:9][C@@H:13]([OH:14])[CH2:12]2)=[N:3][CH:4]=1. (2) Given the reactants [CH3:1][O:2][C:3]([C:5]1[S:6][C:7]([C:11]([OH:13])=O)=[CH:8][C:9]=1[Br:10])=[O:4].C(N(CC)CC)C.CN(C(ON1N=NC2C=CC=CC1=2)=[N+](C)C)C.F[P-](F)(F)(F)(F)F.C1C=CC2N(O)N=NC=2C=1.[NH2:55][CH2:56][C:57]1[CH:58]=[C:59]([OH:63])[CH:60]=[CH:61][CH:62]=1, predict the reaction product. The product is: [CH3:1][O:2][C:3]([C:5]1[S:6][C:7]([C:11](=[O:13])[NH:55][CH2:56][C:57]2[CH:62]=[CH:61][CH:60]=[C:59]([OH:63])[CH:58]=2)=[CH:8][C:9]=1[Br:10])=[O:4]. (3) Given the reactants Br.[C:2]([C:6]1[CH:11]=[CH:10][C:9](/[C:12](/[C:31]2[CH:36]=[CH:35][C:34]([CH2:37][CH3:38])=[C:33]([O:39]C)[N:32]=2)=[CH:13]\[C@@H:14]2[N:18]([CH2:19][C:20]3[CH:25]=[CH:24][C:23]([O:26][CH3:27])=[CH:22][C:21]=3[O:28][CH3:29])[C:17](=[O:30])[CH2:16][CH2:15]2)=[CH:8][CH:7]=1)([CH3:5])([CH3:4])[CH3:3].O, predict the reaction product. The product is: [C:2]([C:6]1[CH:11]=[CH:10][C:9](/[C:12](/[C:31]2[NH:32][C:33](=[O:39])[C:34]([CH2:37][CH3:38])=[CH:35][CH:36]=2)=[CH:13]\[C@H:14]2[CH2:15][CH2:16][C:17](=[O:30])[N:18]2[CH2:19][C:20]2[CH:25]=[CH:24][C:23]([O:26][CH3:27])=[CH:22][C:21]=2[O:28][CH3:29])=[CH:8][CH:7]=1)([CH3:5])([CH3:4])[CH3:3]. (4) Given the reactants [C:1]1([S:7]([CH2:10][CH2:11][NH2:12])(=[O:9])=[O:8])[CH:6]=[CH:5][CH:4]=[CH:3][CH:2]=1.Cl[C:14]1[CH:19]=[C:18]([C:20]2[CH:25]=[CH:24][CH:23]=[C:22]([CH3:26])[C:21]=2[CH3:27])[N:17]=[C:16]([NH2:28])[N:15]=1, predict the reaction product. The product is: [C:1]1([S:7]([CH2:10][CH2:11][NH:12][C:14]2[CH:19]=[C:18]([C:20]3[CH:25]=[CH:24][CH:23]=[C:22]([CH3:26])[C:21]=3[CH3:27])[N:17]=[C:16]([NH2:28])[N:15]=2)(=[O:8])=[O:9])[CH:2]=[CH:3][CH:4]=[CH:5][CH:6]=1. (5) Given the reactants [CH3:1][O:2][C:3]1[CH:4]=[C:5]2[C:10](=[CH:11][C:12]=1[O:13][CH3:14])[N:9]=[CH:8][CH:7]=[C:6]2[O:15][C:16]1[CH:21]=[CH:20][C:19]([NH:22][C:23](=O)[CH2:24][O:25][C:26]2[C:31]([CH3:32])=[CH:30][CH:29]=[CH:28][C:27]=2[CH3:33])=[C:18]([CH3:35])[C:17]=1[CH3:36].Cl.[OH-].[Na+], predict the reaction product. The product is: [CH3:1][O:2][C:3]1[CH:4]=[C:5]2[C:10](=[CH:11][C:12]=1[O:13][CH3:14])[N:9]=[CH:8][CH:7]=[C:6]2[O:15][C:16]1[CH:21]=[CH:20][C:19]([NH:22][CH2:23][CH2:24][O:25][C:26]2[C:31]([CH3:32])=[CH:30][CH:29]=[CH:28][C:27]=2[CH3:33])=[C:18]([CH3:35])[C:17]=1[CH3:36].